Task: Predict which catalyst facilitates the given reaction.. Dataset: Catalyst prediction with 721,799 reactions and 888 catalyst types from USPTO (1) Reactant: Br[C:2]1[N:3]=[C:4]2[C:10]([C:11](=[O:16])[C:12]([CH3:15])([CH3:14])[CH3:13])=[CH:9][NH:8][C:5]2=[N:6][CH:7]=1.[CH3:17][O:18][C:19]1[CH:20]=[C:21](B(O)O)[CH:22]=[C:23]([O:25][CH3:26])[CH:24]=1. Product: [CH3:17][O:18][C:19]1[CH:20]=[C:21]([C:2]2[N:3]=[C:4]3[C:10]([C:11](=[O:16])[C:12]([CH3:15])([CH3:14])[CH3:13])=[CH:9][NH:8][C:5]3=[N:6][CH:7]=2)[CH:22]=[C:23]([O:25][CH3:26])[CH:24]=1. The catalyst class is: 25. (2) Product: [Cl:25][C:26]1[CH:27]=[C:28]([CH:38]=[CH:39][C:40]=1[Cl:41])[CH2:29][N:30]1[CH2:35][CH2:34][O:33][C@@H:32]([CH2:36][CH:12]([N:10]2[N:9]=[N:8][C:7]([C:1]3[CH:2]=[CH:3][CH:4]=[CH:5][CH:6]=3)=[N:11]2)[C:13]([NH2:19])=[O:15])[CH2:31]1. The catalyst class is: 9. Reactant: [C:1]1([C:7]2[N:8]=[N:9][N:10]([CH2:12][C:13]([OH:15])=O)[N:11]=2)[CH:6]=[CH:5][CH:4]=[CH:3][CH:2]=1.C([N:19](CC)C(C)C)(C)C.[Cl:25][C:26]1[CH:27]=[C:28]([CH:38]=[CH:39][C:40]=1[Cl:41])[CH2:29][N:30]1[CH2:35][CH2:34][O:33][C@@H:32]([CH2:36]N)[CH2:31]1. (3) Reactant: C(O[C:6](=O)[NH:7][C:8]1[CH:13]=[C:12]([F:14])[C:11]([F:15])=[CH:10][C:9]=1[NH2:16])(C)(C)C.[CH:18]1(C=O)[CH2:23][CH2:22][CH2:21][CH2:20][CH2:19]1.[Cl:26][C:27]1[CH:35]=[CH:34][C:30]([C:31](O)=O)=[CH:29][N:28]=1.C[O:37][C:38]([C@H:40]1[CH2:45][CH2:44][C@H:43]([N+:46]#[C-:47])[CH2:42][CH2:41]1)=[O:39].Cl.C[OH:50]. Product: [Cl:26][C:27]1[N:28]=[CH:29][C:30]([C:31]2[N:7]([CH:6]([CH:18]3[CH2:23][CH2:22][CH2:21][CH2:20][CH2:19]3)[C:47]([NH:46][C@H:43]3[CH2:44][CH2:45][C@H:40]([C:38]([OH:37])=[O:39])[CH2:41][CH2:42]3)=[O:50])[C:8]3[CH:13]=[C:12]([F:14])[C:11]([F:15])=[CH:10][C:9]=3[N:16]=2)=[CH:34][CH:35]=1. The catalyst class is: 12. (4) Reactant: [C:1]([C:3]1[CH:8]=[C:7]([O:9][CH3:10])[C:6]([O:11][CH2:12][C:13]2[CH:18]=[CH:17][CH:16]=[C:15]([S:19]([CH3:27])(=[N:21][C:22]([O:24][CH2:25][CH3:26])=[O:23])=[O:20])[CH:14]=2)=[CH:5][C:4]=1[N:28]=[CH:29]N(C)C)#[N:2].[NH2:33][C:34]1[CH:39]=[CH:38][N:37]=[CH:36][CH:35]=1.CCCCCC.ClCCl.CO. Product: [CH2:25]([O:24][C:22]([N:21]=[S:19]([CH3:27])([C:15]1[CH:16]=[CH:17][CH:18]=[C:13]([CH2:12][O:11][C:6]2[CH:5]=[C:4]3[C:3]([C:1]([NH:33][C:34]4[CH:39]=[CH:38][N:37]=[CH:36][CH:35]=4)=[N:2][CH:29]=[N:28]3)=[CH:8][C:7]=2[O:9][CH3:10])[CH:14]=1)=[O:20])=[O:23])[CH3:26]. The catalyst class is: 5. (5) Reactant: [C:1]([O:5][C:6]([N:8]1[CH2:12][CH2:11][C:10]([NH:14][C:15]2[CH:16]=[C:17]3[C:26](=[CH:27][C:28]=2Br)[O:25][CH2:24][C:23]2[N:18]3[CH:19]([CH3:31])[C:20](=[O:30])[NH:21][N:22]=2)([CH3:13])[CH2:9]1)=[O:7])([CH3:4])([CH3:3])[CH3:2].C([O-])([O-])=O.[K+].[K+].[F:38][C:39]1[CH:44]=[CH:43][CH:42]=[CH:41][C:40]=1B(O)O. Product: [C:1]([O:5][C:6]([N:8]1[CH2:12][CH2:11][C:10]([NH:14][C:15]2[CH:16]=[C:17]3[C:26](=[CH:27][C:28]=2[C:40]2[CH:41]=[CH:42][CH:43]=[CH:44][C:39]=2[F:38])[O:25][CH2:24][C:23]2[N:18]3[CH:19]([CH3:31])[C:20](=[O:30])[NH:21][N:22]=2)([CH3:13])[CH2:9]1)=[O:7])([CH3:4])([CH3:3])[CH3:2]. The catalyst class is: 669. (6) Reactant: [NH2:1][C:2]1[S:3][C:4]([C:8](=[O:10])[CH3:9])=[C:5]([CH3:7])[N:6]=1.[H-].[Na+].[Cl:13][C:14]1[CH:15]=[C:16]([CH:33]=[CH:34][CH:35]=1)[CH2:17][NH:18][C:19]([C:21]1[CH:29]=[CH:28][C:24]([C:25]([O-])=[O:26])=[C:23]([N:30]=[C:31]=[S:32])[CH:22]=1)=[O:20]. Product: [C:8]([C:4]1[S:3][C:2]([N:1]2[C:25](=[O:26])[C:24]3[C:23](=[CH:22][C:21]([C:19]([NH:18][CH2:17][C:16]4[CH:33]=[CH:34][CH:35]=[C:14]([Cl:13])[CH:15]=4)=[O:20])=[CH:29][CH:28]=3)[NH:30][C:31]2=[S:32])=[N:6][C:5]=1[CH3:7])(=[O:10])[CH3:9]. The catalyst class is: 16.